From a dataset of Forward reaction prediction with 1.9M reactions from USPTO patents (1976-2016). Predict the product of the given reaction. (1) The product is: [F:12][C:13]1[CH:14]=[CH:15][C:16]2[N:17]([C:19]([C@@H:22]3[CH2:26][CH2:25][CH2:24][N:23]3[CH2:27][CH2:28][CH2:29][O:30][Si:4]([CH:8]([CH3:10])[CH3:9])([CH:5]([CH3:7])[CH3:6])[CH:1]([CH3:3])[CH3:2])=[N:20][N:21]=2)[CH:18]=1. Given the reactants [CH:1]([Si:4](Cl)([CH:8]([CH3:10])[CH3:9])[CH:5]([CH3:7])[CH3:6])([CH3:3])[CH3:2].[F:12][C:13]1[CH:14]=[CH:15][C:16]2[N:17]([C:19]([C@@H:22]3[CH2:26][CH2:25][CH2:24][N:23]3[CH2:27][CH2:28][CH2:29][OH:30])=[N:20][N:21]=2)[CH:18]=1.CCN(CC)CC, predict the reaction product. (2) Given the reactants [F:1][C:2]1[CH:3]=[C:4]([CH:14]=[C:15]([F:21])[C:16]=1[O:17][CH2:18][C:19]#[CH:20])[C:5]([N:7]1[CH:13]2[CH:8]1[CH2:9][CH2:10][CH2:11][CH2:12]2)=[O:6].[Cl-:22].[NH4+], predict the reaction product. The product is: [Cl:22][CH:13]1[CH2:12][CH2:11][CH2:10][CH2:9][CH:8]1[NH:7][C:5](=[O:6])[C:4]1[CH:3]=[C:2]([F:1])[C:16]([O:17][CH2:18][C:19]#[CH:20])=[C:15]([F:21])[CH:14]=1. (3) Given the reactants [CH3:1][C:2]1[C:6]([CH2:7][O:8][C:9]2[CH:14]=[CH:13][C:12]([CH2:15][C:16]([OH:18])=O)=[CH:11][CH:10]=2)=[C:5]([CH3:19])[O:4][N:3]=1.[C:20]1([C:26]([C:29]2[CH:34]=[CH:33][C:32]([CH3:35])=[CH:31][CH:30]=2)([NH2:28])[CH3:27])[CH:25]=[CH:24][CH:23]=[CH:22][CH:21]=1.CN(C(ON1N=NC2C=CC=NC1=2)=[N+](C)C)C.F[P-](F)(F)(F)(F)F.CN1CCOCC1, predict the reaction product. The product is: [CH3:1][C:2]1[C:6]([CH2:7][O:8][C:9]2[CH:10]=[CH:11][C:12]([CH2:15][C:16]([NH:28][C:26]([C:20]3[CH:25]=[CH:24][CH:23]=[CH:22][CH:21]=3)([C:29]3[CH:34]=[CH:33][C:32]([CH3:35])=[CH:31][CH:30]=3)[CH3:27])=[O:18])=[CH:13][CH:14]=2)=[C:5]([CH3:19])[O:4][N:3]=1.